From a dataset of Reaction yield outcomes from USPTO patents with 853,638 reactions. Predict the reaction yield, written as a fraction of the theoretical maximum amount of product (1.0 means a 100% yield; for example, 0.34 means a 34% yield). (1) The reactants are C(OC([N:8]1[CH2:12][CH2:11][C@@H:10]([NH:13][C:14]2[C:38]([CH3:39])=[CH:37][C:17]3[N:18]=[C:19]4[C:24]([N:25]([CH2:26][CH2:27][CH2:28][CH2:29][CH2:30][CH2:31][C:32]([OH:34])=[O:33])[C:16]=3[CH:15]=2)=[N:23][C:22](=[O:35])[NH:21][C:20]4=[O:36])[CH2:9]1)=O)(C)(C)C.[C:40]([OH:46])([C:42]([F:45])([F:44])[F:43])=[O:41]. The catalyst is O. The product is [F:43][C:42]([F:45])([F:44])[C:40]([OH:46])=[O:41].[CH3:39][C:38]1[C:14]([NH:13][C@@H:10]2[CH2:11][CH2:12][NH:8][CH2:9]2)=[CH:15][C:16]2[N:25]([CH2:26][CH2:27][CH2:28][CH2:29][CH2:30][CH2:31][C:32]([OH:34])=[O:33])[C:24]3[C:19]([C:20](=[O:36])[NH:21][C:22](=[O:35])[N:23]=3)=[N:18][C:17]=2[CH:37]=1. The yield is 0.940. (2) The reactants are [CH2:1]([C:5]1[C:9](/[CH:10]=[CH:11]/[C:12]2[S:13][C:14]([C:18]([OH:20])=O)=[C:15]([CH3:17])[N:16]=2)=[C:8]([CH3:21])[O:7][N:6]=1)[CH2:2][CH2:3][CH3:4].[F:22][C:23]([F:27])([F:26])[CH2:24][NH2:25]. No catalyst specified. The product is [F:22][C:23]([F:27])([F:26])[CH2:24][NH:25][C:18]([C:14]1[S:13][C:12](/[CH:11]=[CH:10]/[C:9]2[C:5]([CH2:1][CH2:2][CH2:3][CH3:4])=[N:6][O:7][C:8]=2[CH3:21])=[N:16][C:15]=1[CH3:17])=[O:20]. The yield is 0.680. (3) The yield is 0.530. The catalyst is C(Cl)Cl. The product is [CH2:8]([O:15][CH2:16][CH2:17][CH2:18][N:3]1[C:4](=[O:6])[CH2:5][NH:1][C:2]1=[O:7])[C:9]1[CH:14]=[CH:13][CH:12]=[CH:11][CH:10]=1. The reactants are [NH:1]1[CH2:5][C:4](=[O:6])[NH:3][C:2]1=[O:7].[CH2:8]([O:15][CH2:16][CH2:17][CH2:18]O)[C:9]1[CH:14]=[CH:13][CH:12]=[CH:11][CH:10]=1.C1(P(C2C=CC=CC=2)C2C=CC=CC=2)C=CC=CC=1.N(C(OC(C)C)=O)=NC(OC(C)C)=O. (4) The reactants are [CH:1]([O:4][C:5]1[C:10]2[CH2:11][CH:12]([CH2:14]OS(C3C=CC(C)=CC=3)(=O)=O)[O:13][C:9]=2[CH:8]=[C:7]([C:26](=[O:34])[NH:27][C:28]2[CH:32]=[CH:31][N:30]([CH3:33])[N:29]=2)[CH:6]=1)([CH3:3])[CH3:2].Cl.[CH3:36][NH:37][CH3:38].C(N(CC)CC)C. The catalyst is C1COCC1. The product is [CH3:33][N:30]1[CH:31]=[CH:32][C:28]([NH:27][C:26]([C:7]2[CH:6]=[C:5]([O:4][CH:1]([CH3:2])[CH3:3])[C:10]3[CH2:11][CH:12]([CH2:14][N:37]([CH3:38])[CH3:36])[O:13][C:9]=3[CH:8]=2)=[O:34])=[N:29]1. The yield is 0.100. (5) The reactants are [OH:1][C:2]1([CH2:18][N:19]2[C:24](=[O:25])[C:23]3[CH:26]=[N:27][N:28]([CH3:29])[C:22]=3[N:21]=[CH:20]2)[CH2:7][CH2:6][N:5]([C:8](=[O:17])[C:9]2[CH:14]=[CH:13][C:12]([CH2:15][OH:16])=[CH:11][CH:10]=2)[CH2:4][CH2:3]1.O[C:31]1[CH:38]=[CH:37][C:34]([C:35]#[N:36])=[CH:33][CH:32]=1.C1(P(C2C=CC=CC=2)C2C=CC=CC=2)C=CC=CC=1.N(C(OC(C)C)=O)=NC(OC(C)C)=O. The catalyst is O1CCCC1.C(OCC)(=O)C. The product is [OH:1][C:2]1([CH2:18][N:19]2[C:24](=[O:25])[C:23]3[CH:26]=[N:27][N:28]([CH3:29])[C:22]=3[N:21]=[CH:20]2)[CH2:3][CH2:4][N:5]([C:8]([C:9]2[CH:10]=[CH:11][C:12]([CH2:15][O:16][C:31]3[CH:38]=[CH:37][C:34]([C:35]#[N:36])=[CH:33][CH:32]=3)=[CH:13][CH:14]=2)=[O:17])[CH2:6][CH2:7]1. The yield is 0.0900.